Dataset: Catalyst prediction with 721,799 reactions and 888 catalyst types from USPTO. Task: Predict which catalyst facilitates the given reaction. (1) The catalyst class is: 16. Reactant: [Cl:1][C:2]1[N:7]=[CH:6][C:5]2[C:8](=[O:11])[NH:9][NH:10][C:4]=2[CH:3]=1.[C:12](Cl)([C:25]1[CH:30]=[CH:29][CH:28]=[CH:27][CH:26]=1)([C:19]1[CH:24]=[CH:23][CH:22]=[CH:21][CH:20]=1)[C:13]1[CH:18]=[CH:17][CH:16]=[CH:15][CH:14]=1.C(=O)([O-])[O-].[K+].[K+]. Product: [Cl:1][C:2]1[N:7]=[CH:6][C:5]2[C:8](=[O:11])[NH:9][N:10]([C:12]([C:13]3[CH:18]=[CH:17][CH:16]=[CH:15][CH:14]=3)([C:25]3[CH:26]=[CH:27][CH:28]=[CH:29][CH:30]=3)[C:19]3[CH:20]=[CH:21][CH:22]=[CH:23][CH:24]=3)[C:4]=2[CH:3]=1. (2) The catalyst class is: 5. Reactant: [ClH:1].O1CCOCC1.C(OC([N:15]1[CH2:20][CH2:19][C:18]([NH:32]C(OC(C)(C)C)=O)([C:21](=[O:31])[NH:22][CH2:23][C:24]2[CH:29]=[CH:28][C:27]([Cl:30])=[CH:26][CH:25]=2)[CH2:17][CH2:16]1)=O)(C)(C)C. Product: [ClH:30].[ClH:1].[Cl:30][C:27]1[CH:26]=[CH:25][C:24]([CH2:23][NH:22][C:21]([C:18]2([NH2:32])[CH2:17][CH2:16][NH:15][CH2:20][CH2:19]2)=[O:31])=[CH:29][CH:28]=1.